From a dataset of Reaction yield outcomes from USPTO patents with 853,638 reactions. Predict the reaction yield, written as a fraction of the theoretical maximum amount of product (1.0 means a 100% yield; for example, 0.34 means a 34% yield). (1) The reactants are [CH2:1]=[C:2]1[CH2:6][N:5]([C:7]([O:9][C:10]([CH3:13])([CH3:12])[CH3:11])=[O:8])[C@H:4]([C:14]([O:16][CH3:17])=[O:15])[CH2:3]1.[Br:18][C:19](Br)([Br:23])C([O-])=O.[Na+]. The catalyst is [Br-].C([N+](CCCC)(CCCC)CCCC)CCC.ClCCCl. The product is [Br:18][C:19]1([Br:23])[C:2]2([CH2:3][C@@H:4]([C:14]([O:16][CH3:17])=[O:15])[N:5]([C:7]([O:9][C:10]([CH3:13])([CH3:11])[CH3:12])=[O:8])[CH2:6]2)[CH2:1]1. The yield is 0.880. (2) The reactants are [NH2:1][C@H:2]([C:4]([NH:6][CH:7]1[N:13]=[C:12]([C:14]2[CH:19]=[CH:18][CH:17]=[CH:16][CH:15]=2)[C:11]2[CH:20]=[CH:21][CH:22]=[CH:23][C:10]=2[N:9]([CH3:24])[C:8]1=[O:25])=[O:5])[CH3:3].[Cl:26][CH2:27][C:28](Cl)=[O:29]. The catalyst is C(Cl)Cl. The product is [Cl:26][CH2:27][C:28]([NH:1][C@H:2]([C:4]([NH:6][CH:7]1[N:13]=[C:12]([C:14]2[CH:19]=[CH:18][CH:17]=[CH:16][CH:15]=2)[C:11]2[CH:20]=[CH:21][CH:22]=[CH:23][C:10]=2[N:9]([CH3:24])[C:8]1=[O:25])=[O:5])[CH3:3])=[O:29]. The yield is 0.980. (3) The reactants are [NH2:1][C@:2]12[CH2:37][CH2:36][C@@H:35]([C:38]([CH3:40])=[CH2:39])[C@@H:3]1[C@@H:4]1[C@@:17]([CH3:20])([CH2:18][CH2:19]2)[C@@:16]2([CH3:21])[C@@H:7]([C@:8]3([CH3:34])[C@@H:13]([CH2:14][CH2:15]2)[C:12]([CH3:23])([CH3:22])[C:11]([C:24]2[CH:33]=[CH:32][C:27]([C:28]([O:30]C)=[O:29])=[CH:26][CH:25]=2)=[CH:10][CH2:9]3)[CH2:6][CH2:5]1.CN(C)CCC(N[C@]12CC[C@@H](C(C)=C)[C@@H]1[C@@H]1[C@@](C)(CC2)[C@@]2(C)[C@@H]([C@]3(C)[C@@H](CC2)C(C)(C)C(C2C=CC(C(O)=O)=CC=2)=CC3)CC1)=O.[N:87]1([CH2:92][C:93]([OH:95])=O)[CH:91]=[N:90][N:89]=[N:88]1. No catalyst specified. The product is [N:87]1([CH2:92][C:93]([NH:1][C@:2]23[CH2:37][CH2:36][C@@H:35]([C:38]([CH3:40])=[CH2:39])[C@@H:3]2[C@@H:4]2[C@@:17]([CH3:20])([CH2:18][CH2:19]3)[C@@:16]3([CH3:21])[C@@H:7]([C@:8]4([CH3:34])[C@@H:13]([CH2:14][CH2:15]3)[C:12]([CH3:23])([CH3:22])[C:11]([C:24]3[CH:25]=[CH:26][C:27]([C:28]([OH:30])=[O:29])=[CH:32][CH:33]=3)=[CH:10][CH2:9]4)[CH2:6][CH2:5]2)=[O:95])[CH:91]=[N:90][N:89]=[N:88]1. The yield is 0.330. (4) The reactants are C(OC(=O)[NH:7][C@H:8]([CH2:28][C:29]1[CH:34]=[C:33]([F:35])[C:32]([F:36])=[CH:31][C:30]=1[F:37])[CH2:9][C:10]([N:12]1[CH2:17][CH2:16][N:15]2[C:18]([C:24]([F:27])([F:26])[F:25])=[N:19][C:20]([C:21](=[O:23])[CH3:22])=[C:14]2[CH2:13]1)=[O:11])(C)(C)C.[ClH:39]. The catalyst is C(OCC)(=O)C. The product is [ClH:39].[C:21]([C:20]1[N:19]=[C:18]([C:24]([F:27])([F:26])[F:25])[N:15]2[CH2:16][CH2:17][N:12]([C:10](=[O:11])[CH2:9][C@H:8]([NH2:7])[CH2:28][C:29]3[CH:34]=[C:33]([F:35])[C:32]([F:36])=[CH:31][C:30]=3[F:37])[CH2:13][C:14]=12)(=[O:23])[CH3:22]. The yield is 0.570. (5) The reactants are [Cl:1][C:2]1[CH:3]=[C:4]2[C:9](=[CH:10][C:11]=1[O:12][C:13]1[CH:21]=[CH:20][C:16]([C:17]([OH:19])=O)=[CH:15][CH:14]=1)[O:8][CH2:7][CH2:6][CH:5]2[C:22]([O:24][CH2:25][CH3:26])=[O:23].C(Cl)(=O)C(Cl)=O.[Cl:33][C:34]1[CH:39]=[CH:38][C:37]([CH2:40][CH2:41][CH2:42][NH2:43])=[CH:36][CH:35]=1.CCN(C(C)C)C(C)C. The catalyst is C(Cl)Cl.CN(C=O)C. The product is [Cl:1][C:2]1[CH:3]=[C:4]2[C:9](=[CH:10][C:11]=1[O:12][C:13]1[CH:21]=[CH:20][C:16]([C:17](=[O:19])[NH:43][CH2:42][CH2:41][CH2:40][C:37]3[CH:36]=[CH:35][C:34]([Cl:33])=[CH:39][CH:38]=3)=[CH:15][CH:14]=1)[O:8][CH2:7][CH2:6][CH:5]2[C:22]([O:24][CH2:25][CH3:26])=[O:23]. The yield is 0.850.